From a dataset of Forward reaction prediction with 1.9M reactions from USPTO patents (1976-2016). Predict the product of the given reaction. (1) The product is: [Br:11][C:12]1[CH:17]=[CH:16][C:15]([O:5][CH:2]([CH:3]=[CH2:4])[CH3:1])=[C:14]([N+:19]([O-:21])=[O:20])[CH:13]=1. Given the reactants [CH3:1][CH:2]([OH:5])[CH:3]=[CH2:4].[Li+].CCC[CH2-].[Br:11][C:12]1[CH:17]=[CH:16][C:15](F)=[C:14]([N+:19]([O-:21])=[O:20])[CH:13]=1.Cl, predict the reaction product. (2) The product is: [Cl:1][C:2]1[CH:8]=[C:7]([Cl:9])[CH:6]=[C:4]2[C:3]=1[CH:20]([C:19]1[CH:22]=[CH:23][CH:24]=[CH:25][C:18]=1[Cl:17])[CH2:21][CH:11]([C:10]([OH:14])=[O:13])[NH:5]2. Given the reactants [Cl:1][C:2]1[CH:3]=[C:4]([CH:6]=[C:7]([Cl:9])[CH:8]=1)[NH2:5].[C:10]([O:14]CC)(=[O:13])[CH:11]=O.[Cl:17][C:18]1[CH:25]=[CH:24][CH:23]=[CH:22][C:19]=1[CH:20]=[CH2:21].FC(F)(F)C(O)=O.[OH-].[Na+], predict the reaction product. (3) Given the reactants Cl[C:2]1[N:10]=[C:9]2[C:5]([N:6]=[C:7]([CH2:12][N:13]3[CH2:18][CH2:17][C@@H:16]([N:19]([CH3:21])[CH3:20])[C@@H:15]([F:22])[CH2:14]3)[N:8]2[CH3:11])=[C:4]([N:23]2[CH2:28][CH2:27][O:26][CH2:25][CH2:24]2)[N:3]=1.[CH3:29][C:30]1[NH:34][C:33]2[CH:35]=[CH:36][CH:37]=[CH:38][C:32]=2[N:31]=1, predict the reaction product. The product is: [F:22][C@@H:15]1[C@H:16]([N:19]([CH3:21])[CH3:20])[CH2:17][CH2:18][N:13]([CH2:12][C:7]2[N:8]([CH3:11])[C:9]3[C:5]([N:6]=2)=[C:4]([N:23]2[CH2:28][CH2:27][O:26][CH2:25][CH2:24]2)[N:3]=[C:2]([N:31]2[C:32]4[CH:38]=[CH:37][CH:36]=[CH:35][C:33]=4[N:34]=[C:30]2[CH3:29])[N:10]=3)[CH2:14]1. (4) Given the reactants [Mg].[CH3:2][Si:3]([CH3:16])([CH3:15])[C:4]1[CH:5]=[C:6](Br)[CH:7]=[C:8]([Si:10]([CH3:13])([CH3:12])[CH3:11])[CH:9]=1.[CH2:17]1[C:25]2[C:20](=[CH:21][CH:22]=[CH:23][CH:24]=2)[CH2:19][C:18]1=O.Cl.S(=O)(=O)(O)O, predict the reaction product. The product is: [CH3:2][Si:3]([CH3:16])([CH3:15])[C:4]1[CH:5]=[C:6]([C:18]2[CH2:17][C:25]3[C:20]([CH:19]=2)=[CH:21][CH:22]=[CH:23][CH:24]=3)[CH:7]=[C:8]([Si:10]([CH3:13])([CH3:12])[CH3:11])[CH:9]=1. (5) Given the reactants [C:1]1([P:7](=[O:20])([C:14]2[CH:19]=[CH:18][CH:17]=[CH:16][CH:15]=2)[C:8]2[CH:13]=[CH:12][CH:11]=[CH:10][CH:9]=2)[CH:6]=[CH:5][CH:4]=[CH:3][CH:2]=1.C(Cl)(=O)C(Cl)=O.[Al].[Pb](Br)Br.Cl, predict the reaction product. The product is: [C:14]1([P:7]([C:1]2[CH:2]=[CH:3][CH:4]=[CH:5][CH:6]=2)[C:8]2[CH:13]=[CH:12][CH:11]=[CH:10][CH:9]=2)[CH:15]=[CH:16][CH:17]=[CH:18][CH:19]=1.[C:1]1([P:7](=[O:20])([C:8]2[CH:13]=[CH:12][CH:11]=[CH:10][CH:9]=2)[C:14]2[CH:19]=[CH:18][CH:17]=[CH:16][CH:15]=2)[CH:2]=[CH:3][CH:4]=[CH:5][CH:6]=1. (6) Given the reactants C([N:8]1[CH2:13][CH2:12][C:11]([N:21]2[CH2:25][CH2:24][CH2:23][CH2:22]2)([C:14]([N:16]2[CH2:20][CH2:19][CH2:18][CH2:17]2)=[O:15])[CH2:10][CH2:9]1)C1C=CC=CC=1, predict the reaction product. The product is: [N:21]1([C:11]2([C:14]([N:16]3[CH2:17][CH2:18][CH2:19][CH2:20]3)=[O:15])[CH2:12][CH2:13][NH:8][CH2:9][CH2:10]2)[CH2:22][CH2:23][CH2:24][CH2:25]1.